Dataset: Reaction yield outcomes from USPTO patents with 853,638 reactions. Task: Predict the reaction yield, written as a fraction of the theoretical maximum amount of product (1.0 means a 100% yield; for example, 0.34 means a 34% yield). (1) The reactants are C[Al](C)C.[CH3:5][C@H:6]1[NH:11][C@@H:10]([CH3:12])[CH2:9][N:8]([C:13]2[CH:23]=[CH:22][C:16]([C:17]([O:19]CC)=O)=[CH:15][CH:14]=2)[CH2:7]1.[CH3:24][O:25][C:26]1[CH:27]=[C:28]([CH2:34][O:35][C:36]2[CH:37]=[C:38]([NH2:41])[NH:39][N:40]=2)[CH:29]=[C:30]([O:32][CH3:33])[CH:31]=1. The catalyst is C1(C)C=CC=CC=1. The product is [CH3:33][O:32][C:30]1[CH:29]=[C:28]([CH2:34][O:35][C:36]2[CH:37]=[C:38]([NH:41][C:17](=[O:19])[C:16]3[CH:15]=[CH:14][C:13]([N:8]4[CH2:9][C@H:10]([CH3:12])[NH:11][C@H:6]([CH3:5])[CH2:7]4)=[CH:23][CH:22]=3)[NH:39][N:40]=2)[CH:27]=[C:26]([O:25][CH3:24])[CH:31]=1. The yield is 0.411. (2) The reactants are [CH3:1][C:2]1[O:6][N:5]=[C:4]([C:7]2[CH:12]=[CH:11][CH:10]=[CH:9][CH:8]=2)[C:3]=1[CH2:13][O:14][C:15]1[CH:23]=[CH:22][C:18]([C:19]([OH:21])=O)=[CH:17][N:16]=1.[CH:24]1([NH2:29])[CH2:28][CH2:27][CH2:26][CH2:25]1. No catalyst specified. The product is [CH:24]1([NH:29][C:19](=[O:21])[C:18]2[CH:22]=[CH:23][C:15]([O:14][CH2:13][C:3]3[C:4]([C:7]4[CH:8]=[CH:9][CH:10]=[CH:11][CH:12]=4)=[N:5][O:6][C:2]=3[CH3:1])=[N:16][CH:17]=2)[CH2:28][CH2:27][CH2:26][CH2:25]1. The yield is 0.810.